Dataset: Forward reaction prediction with 1.9M reactions from USPTO patents (1976-2016). Task: Predict the product of the given reaction. (1) Given the reactants FC1C=C(OC)C=C(F)C=1C1SC=C(C(O)=O)N=1.[F:19][C:20]1[CH:21]=[C:22]([CH:36]([OH:38])[CH3:37])[CH:23]=[C:24]([F:35])[C:25]=1B1OC(C)(C)C(C)(C)O1.Br[C:40]1[N:45]=[C:44]([C:46]([O:48]C)=[O:47])[CH:43]=[CH:42][C:41]=1[F:50], predict the reaction product. The product is: [F:35][C:24]1[CH:23]=[C:22]([CH:36]([OH:38])[CH3:37])[CH:21]=[C:20]([F:19])[C:25]=1[C:40]1[N:45]=[C:44]([C:46]([OH:48])=[O:47])[CH:43]=[CH:42][C:41]=1[F:50]. (2) Given the reactants Cl[C:2]([O:4][CH2:5][CH3:6])=[O:3].N1C=CC=CC=1.[N+:13]([C:16]1[CH:17]=[C:18]2[C:22](=[CH:23][CH:24]=1)[NH:21][N:20]=[C:19]2[OH:25])([O-:15])=[O:14].Cl, predict the reaction product. The product is: [OH:25][C:19]1[C:18]2[C:22](=[CH:23][CH:24]=[C:16]([N+:13]([O-:15])=[O:14])[CH:17]=2)[N:21]([C:2]([O:4][CH2:5][CH3:6])=[O:3])[N:20]=1. (3) Given the reactants C(OC([NH:8][CH2:9][CH2:10][CH2:11][C@H:12]([NH:16][C:17]([C:19]1[C:20](=[O:38])[N:21]([CH:25]([C:32]2[CH:37]=[CH:36][CH:35]=[CH:34][CH:33]=2)[C:26]2[CH:31]=[CH:30][CH:29]=[CH:28][CH:27]=2)[CH:22]=[CH:23][CH:24]=1)=[O:18])[C:13]([OH:15])=[O:14])=O)(C)(C)C.[C:39]([OH:45])([C:41]([F:44])([F:43])[F:42])=[O:40], predict the reaction product. The product is: [NH2:8][CH2:9][CH2:10][CH2:11][C@H:12]([NH:16][C:17]([C:19]1[C:20](=[O:38])[N:21]([CH:25]([C:32]2[CH:33]=[CH:34][CH:35]=[CH:36][CH:37]=2)[C:26]2[CH:31]=[CH:30][CH:29]=[CH:28][CH:27]=2)[CH:22]=[CH:23][CH:24]=1)=[O:18])[C:13]([OH:15])=[O:14].[C:39]([OH:45])([C:41]([F:44])([F:43])[F:42])=[O:40]. (4) Given the reactants [Cl:1][C:2]1[N:10]=[C:9]2[C:5]([NH:6][CH:7]=[N:8]2)=[C:4](Cl)[N:3]=1.[CH:12]1([NH2:18])[CH2:17][CH2:16][CH2:15][CH2:14][CH2:13]1.CCN(CC)CC, predict the reaction product. The product is: [Cl:1][C:2]1[N:10]=[C:9]2[C:5]([N:6]=[CH:7][NH:8]2)=[C:4]([NH:18][CH:12]2[CH2:17][CH2:16][CH2:15][CH2:14][CH2:13]2)[N:3]=1. (5) Given the reactants Cl.[F:2][C:3]1[CH:4]=[C:5]([NH:9]N)[CH:6]=[CH:7][CH:8]=1.O=[C:12]([CH3:18])[CH2:13][CH2:14][C:15]([OH:17])=[O:16].[CH2:19](O)[CH3:20].S(=O)(=O)(O)O, predict the reaction product. The product is: [CH2:19]([O:17][C:15](=[O:16])[CH2:14][C:13]1[C:6]2[C:5](=[CH:4][C:3]([F:2])=[CH:8][CH:7]=2)[NH:9][C:12]=1[CH3:18])[CH3:20]. (6) Given the reactants F[C:2]1[CH:7]=[C:6]([C:8]2[C:9]([CH3:15])=[N:10][CH:11]=[C:12]([NH2:14])[CH:13]=2)[CH:5]=[C:4]([F:16])[N:3]=1.C(=O)([O-])[O-].[K+].[K+].[NH2:23][CH2:24][CH2:25][OH:26], predict the reaction product. The product is: [NH2:14][C:12]1[CH:13]=[C:8]([C:6]2[CH:5]=[C:4]([F:16])[N:3]=[C:2]([NH:23][CH2:24][CH2:25][OH:26])[CH:7]=2)[C:9]([CH3:15])=[N:10][CH:11]=1.